Dataset: Catalyst prediction with 721,799 reactions and 888 catalyst types from USPTO. Task: Predict which catalyst facilitates the given reaction. (1) Reactant: [CH2:1]([C:4]1[C:8]([CH2:9][CH2:10][CH2:11][OH:12])=[CH:7][N:6]([C:13]2[CH:18]=[CH:17][C:16]([C:19]([F:22])([F:21])[F:20])=[CH:15][N:14]=2)[N:5]=1)[CH2:2][CH3:3].O[C:24]1[C:29]([O:30][CH3:31])=[CH:28][CH:27]=[CH:26][C:25]=1[CH2:32][C:33]([O:35]C)=[O:34].C(P(CCCC)CCCC)CCC.N(C(N1CCCCC1)=O)=NC(N1CCCCC1)=O. Product: [CH3:31][O:30][C:29]1[C:24]([O:12][CH2:11][CH2:10][CH2:9][C:8]2[C:4]([CH2:1][CH2:2][CH3:3])=[N:5][N:6]([C:13]3[CH:18]=[CH:17][C:16]([C:19]([F:21])([F:20])[F:22])=[CH:15][N:14]=3)[CH:7]=2)=[C:25]([CH2:32][C:33]([OH:35])=[O:34])[CH:26]=[CH:27][CH:28]=1. The catalyst class is: 7. (2) Reactant: [Cl:1][C:2]1[CH:7]=[CH:6][CH:5]=[CH:4][C:3]=1[C:8]1[N:9]=[C:10]([CH2:13][O:14][C:15]2[CH:26]=[CH:25][C:18]([O:19][CH2:20][C:21]([O:23]C)=[O:22])=[C:17]([CH3:27])[CH:16]=2)[O:11][CH:12]=1.[Li+].[OH-].Cl. Product: [Cl:1][C:2]1[CH:7]=[CH:6][CH:5]=[CH:4][C:3]=1[C:8]1[N:9]=[C:10]([CH2:13][O:14][C:15]2[CH:26]=[CH:25][C:18]([O:19][CH2:20][C:21]([OH:23])=[O:22])=[C:17]([CH3:27])[CH:16]=2)[O:11][CH:12]=1. The catalyst class is: 20. (3) Reactant: CN(C)C=O.[Br:6][C:7]1[CH:12]=[CH:11][C:10]([CH2:13][OH:14])=[CH:9][CH:8]=1.N1C=CN=C1.[Si:20](Cl)([C:23]([CH3:26])([CH3:25])[CH3:24])([CH3:22])[CH3:21]. Product: [Br:6][C:7]1[CH:12]=[CH:11][C:10]([CH2:13][O:14][Si:20]([C:23]([CH3:26])([CH3:25])[CH3:24])([CH3:22])[CH3:21])=[CH:9][CH:8]=1. The catalyst class is: 6. (4) Reactant: [N:1]1([C:7]2[N:8]=[C:9]3[NH:17][C@H:16]([C:18]([F:21])([F:20])[F:19])[CH2:15][CH2:14][N:10]3[C:11](=[O:13])[CH:12]=2)[CH2:6][CH2:5][O:4][CH2:3][CH2:2]1.C(=O)([O-])[O-].[Cs+].[Cs+].Br[CH2:29][C:30]1[CH:35]=[CH:34][C:33]([F:36])=[CH:32][C:31]=1[F:37]. Product: [F:37][C:31]1[CH:32]=[C:33]([F:36])[CH:34]=[CH:35][C:30]=1[CH2:29][N:17]1[C:9]2=[N:8][C:7]([N:1]3[CH2:6][CH2:5][O:4][CH2:3][CH2:2]3)=[CH:12][C:11](=[O:13])[N:10]2[CH2:14][CH2:15][C@H:16]1[C:18]([F:20])([F:21])[F:19]. The catalyst class is: 9. (5) Reactant: [O:1]=[C:2]1[N:6]2[CH:7]=[CH:8][C:9]3[C:10](=[O:32])[C:11]([C:21]4[CH:26]=[CH:25][C:24]([C:27]([CH3:31])([CH3:30])[C:28]#[N:29])=[CH:23][CH:22]=4)=[C:12]([C:15]4[CH:20]=[CH:19][CH:18]=[CH:17][CH:16]=4)[O:13][C:14]=3[C:5]2=[N:4][N:3]1COCC[Si](C)(C)C.C(O)(C(F)(F)F)=O. Product: [O:1]=[C:2]1[N:6]2[CH:7]=[CH:8][C:9]3[C:10](=[O:32])[C:11]([C:21]4[CH:22]=[CH:23][C:24]([C:27]([CH3:30])([CH3:31])[C:28]#[N:29])=[CH:25][CH:26]=4)=[C:12]([C:15]4[CH:16]=[CH:17][CH:18]=[CH:19][CH:20]=4)[O:13][C:14]=3[C:5]2=[N:4][NH:3]1. The catalyst class is: 2. (6) Reactant: F[C@H]1CN(C2C=CC(CC3C=CC=CC=3C)=CC=2)[C@H]([CH2:21][C:22]([O:24][CH3:25])=[O:23])C1.[C:26]([Cl:29])(=O)C.[ClH:30].C([O-])([O-])=O.[Na+].[Na+]. Product: [ClH:29].[CH3:22][OH:23].[CH2:26]([Cl:29])[Cl:30].[CH3:25][O:24][C:22]([CH3:21])=[O:23]. The catalyst class is: 100. (7) Reactant: CN.[F:3][C:4]1[CH:9]=[C:8]([F:10])[CH:7]=[CH:6][C:5]=1[C@:11]12[CH2:20][O:19][C@@H:18]([CH:21]3[CH2:25][CH2:24][C:23]([CH3:27])([CH3:26])[O:22]3)[CH2:17][C@H:16]1[CH2:15][S:14][C:13]([NH:28]C(=O)C1C=CC=CC=1)=[N:12]2. Product: [F:3][C:4]1[CH:9]=[C:8]([F:10])[CH:7]=[CH:6][C:5]=1[C@:11]12[CH2:20][O:19][C@@H:18]([CH:21]3[CH2:25][CH2:24][C:23]([CH3:26])([CH3:27])[O:22]3)[CH2:17][C@H:16]1[CH2:15][S:14][C:13]([NH2:28])=[N:12]2. The catalyst class is: 8.